From a dataset of Forward reaction prediction with 1.9M reactions from USPTO patents (1976-2016). Predict the product of the given reaction. Given the reactants [C:1]([O:5][C:6](=[O:39])[NH:7][C@H:8]1[CH2:13][CH2:12][C@H:11]([O:14][C:15]2[CH:20]=[CH:19][CH:18]=[C:17]([C:21](=[O:37])[NH:22][CH2:23][C:24]3[C:25]([O:35][CH3:36])=[N:26][C:27]([CH3:34])=[CH:28][C:29]=3[CH2:30][CH2:31][CH:32]=[CH2:33])[C:16]=2Br)[CH2:10][CH2:9]1)([CH3:4])([CH3:3])[CH3:2].[K+].[CH2:41]([B-](F)(F)F)[CH:42]=[CH2:43].[F-].[Cs+], predict the reaction product. The product is: [C:1]([O:5][C:6](=[O:39])[NH:7][C@H:8]1[CH2:13][CH2:12][C@H:11]([O:14][C:15]2[CH:20]=[CH:19][CH:18]=[C:17]([C:21](=[O:37])[NH:22][CH2:23][C:24]3[C:25]([O:35][CH3:36])=[N:26][C:27]([CH3:34])=[CH:28][C:29]=3[CH2:30][CH2:31][CH:32]=[CH2:33])[C:16]=2[CH2:43][CH:42]=[CH2:41])[CH2:10][CH2:9]1)([CH3:4])([CH3:3])[CH3:2].